Predict the reactants needed to synthesize the given product. From a dataset of Full USPTO retrosynthesis dataset with 1.9M reactions from patents (1976-2016). (1) Given the product [CH3:1][O:2][C:3](=[O:22])[NH:4][C:5]1[CH:6]=[C:7]([CH:15]2[CH2:16][CH2:17][N:18]([CH3:21])[CH2:19][CH2:20]2)[C:8]([Cl:14])=[C:9]([NH2:11])[CH:10]=1, predict the reactants needed to synthesize it. The reactants are: [CH3:1][O:2][C:3](=[O:22])[NH:4][C:5]1[CH:10]=[C:9]([N+:11]([O-])=O)[C:8]([Cl:14])=[C:7]([C:15]2[CH2:16][CH2:17][N:18]([CH3:21])[CH2:19][CH:20]=2)[CH:6]=1. (2) Given the product [Br:1][C:2]1[CH:3]=[CH:4][C:5]([C:8]([NH:10][CH2:11][CH:12]=[O:13])=[O:9])=[N:6][CH:7]=1, predict the reactants needed to synthesize it. The reactants are: [Br:1][C:2]1[CH:3]=[CH:4][C:5]([C:8]([NH:10][CH2:11][CH:12](OC)[O:13]C)=[O:9])=[N:6][CH:7]=1.Cl.C([O-])(O)=O.[Na+]. (3) Given the product [F:15][C:2]1([F:1])[CH2:7][CH2:6][C@H:5]([OH:8])[C@@H:4]([C:9]2[N:13]([CH3:14])[N:12]=[CH:11][CH:10]=2)[CH2:3]1, predict the reactants needed to synthesize it. The reactants are: [F:1][C:2]1([F:15])[CH2:7][CH2:6][C:5](=[O:8])[C:4]([C:9]2[N:13]([CH3:14])[N:12]=[CH:11][CH:10]=2)=[CH:3]1.[BH4-].[Na+].CO.